Predict the reactants needed to synthesize the given product. From a dataset of Full USPTO retrosynthesis dataset with 1.9M reactions from patents (1976-2016). (1) Given the product [Cl:1][C:2]1[C:3]2[C:10]([CH3:11])=[C:9]([C:29]([O:28][CH2:26][CH3:27])=[O:30])[N:8]([S:12]([C:15]3[CH:16]=[CH:17][CH:18]=[CH:19][CH:20]=3)(=[O:14])=[O:13])[C:4]=2[N:5]=[CH:6][N:7]=1, predict the reactants needed to synthesize it. The reactants are: [Cl:1][C:2]1[C:3]2[C:10]([CH3:11])=[CH:9][N:8]([S:12]([C:15]3[CH:20]=[CH:19][CH:18]=[CH:17][CH:16]=3)(=[O:14])=[O:13])[C:4]=2[N:5]=[CH:6][N:7]=1.C([Li])CCC.[CH2:26]([O:28][C:29](Cl)=[O:30])[CH3:27]. (2) Given the product [N:1]1([C:6]2[CH:7]=[CH:8][C:9]([CH:12]([O:19][CH3:20])[C:13]([C:32]3[O:33][CH:34]=[C:30]([C:25]4[CH:24]=[C:23]([O:35][CH3:36])[C:22]([Br:21])=[C:27]([O:28][CH3:29])[CH:26]=4)[N:31]=3)=[O:14])=[CH:10][CH:11]=2)[CH:5]=[CH:4][CH:3]=[N:2]1, predict the reactants needed to synthesize it. The reactants are: [N:1]1([C:6]2[CH:11]=[CH:10][C:9]([CH:12]([O:19][CH3:20])[C:13](N(OC)C)=[O:14])=[CH:8][CH:7]=2)[CH:5]=[CH:4][CH:3]=[N:2]1.[Br:21][C:22]1[C:27]([O:28][CH3:29])=[CH:26][C:25]([C:30]2[N:31]=[CH:32][O:33][CH:34]=2)=[CH:24][C:23]=1[O:35][CH3:36]. (3) The reactants are: C(OC([NH:11][C:12]12[CH2:19][CH2:18][C:15]([C:20]([O:22][CH3:23])=[O:21])([CH2:16][CH2:17]1)[CH2:14][CH2:13]2)=O)C1C=CC=CC=1. Given the product [NH2:11][C:12]12[CH2:17][CH2:16][C:15]([C:20]([O:22][CH3:23])=[O:21])([CH2:14][CH2:13]1)[CH2:18][CH2:19]2, predict the reactants needed to synthesize it. (4) The reactants are: [Li]CCCC.[Cl:6][C:7]1[C:16]2[C:11](=[CH:12][CH:13]=[C:14](C(C3N(C)C(C)=NC=3)O)[CH:15]=2)[N:10]=[C:9]([O:26][CH3:27])[C:8]=1[CH2:28][C:29]1[CH:30]=[N:31][C:32]([C:35]([F:38])([F:37])[F:36])=[CH:33][CH:34]=1.[CH3:39][C:40]1[N:47]=[C:46]([CH3:48])[CH:45]=[CH:44][C:41]=1[CH:42]=[O:43]. Given the product [Cl:6][C:7]1[C:16]2[C:11](=[CH:12][CH:13]=[C:14]([CH:42]([C:41]3[C:40]([CH3:39])=[N:47][C:46]([CH3:48])=[CH:45][CH:44]=3)[OH:43])[CH:15]=2)[N:10]=[C:9]([O:26][CH3:27])[C:8]=1[CH2:28][C:29]1[CH:30]=[N:31][C:32]([C:35]([F:36])([F:38])[F:37])=[CH:33][CH:34]=1, predict the reactants needed to synthesize it.